From a dataset of Forward reaction prediction with 1.9M reactions from USPTO patents (1976-2016). Predict the product of the given reaction. (1) Given the reactants [C:1]([C:9]1[CH:10]=[N:11][C:12]2[C:17]([C:18]=1[C:19]1[CH:20]=[C:21]([CH:24]=[CH:25][CH:26]=1)[CH:22]=O)=[CH:16][CH:15]=[CH:14][C:13]=2[C:27]([F:30])([F:29])[F:28])(=[O:8])[C:2]1[CH:7]=[CH:6][CH:5]=[CH:4][CH:3]=1.[CH3:31][S:32][C:33]1[CH:40]=[CH:39][CH:38]=[CH:37][C:34]=1[CH2:35][NH2:36], predict the reaction product. The product is: [CH3:31][S:32][C:33]1[CH:40]=[CH:39][CH:38]=[CH:37][C:34]=1[CH2:35][NH:36][CH2:22][C:21]1[CH:20]=[C:19]([C:18]2[C:17]3[C:12](=[C:13]([C:27]([F:30])([F:28])[F:29])[CH:14]=[CH:15][CH:16]=3)[N:11]=[CH:10][C:9]=2[C:1]([C:2]2[CH:7]=[CH:6][CH:5]=[CH:4][CH:3]=2)=[O:8])[CH:26]=[CH:25][CH:24]=1. (2) Given the reactants [N:1]([CH2:4][C@H:5]([OH:37])[CH2:6][N:7]1[C:15]2[C:10](=[CH:11][C:12]([NH:16][C:17]([C:19]3([C:22]4[CH:32]=[CH:31][C:25]5[O:26][C:27]([F:30])([F:29])[O:28][C:24]=5[CH:23]=4)[CH2:21][CH2:20]3)=[O:18])=[CH:13][CH:14]=2)[CH:9]=[C:8]1[C:33]([CH3:36])([CH3:35])[CH3:34])=[N+]=[N-], predict the reaction product. The product is: [NH2:1][CH2:4][C@H:5]([OH:37])[CH2:6][N:7]1[C:15]2[C:10](=[CH:11][C:12]([NH:16][C:17]([C:19]3([C:22]4[CH:32]=[CH:31][C:25]5[O:26][C:27]([F:30])([F:29])[O:28][C:24]=5[CH:23]=4)[CH2:21][CH2:20]3)=[O:18])=[CH:13][CH:14]=2)[CH:9]=[C:8]1[C:33]([CH3:35])([CH3:34])[CH3:36]. (3) Given the reactants [CH2:1]([O:8][CH2:9][CH:10]([OH:13])[CH:11]=[CH2:12])[C:2]1[CH:7]=[CH:6][CH:5]=[CH:4][CH:3]=1.CC(OI1(OC(C)=O)(OC(C)=O)OC(=O)C2C=CC=CC1=2)=O.O, predict the reaction product. The product is: [CH2:1]([O:8][CH2:9][C:10](=[O:13])[CH:11]=[CH2:12])[C:2]1[CH:7]=[CH:6][CH:5]=[CH:4][CH:3]=1. (4) The product is: [ClH:56].[ClH:56].[CH3:1][C:2]1[N:7]=[CH:6][C:5]([C:8]2[C:9](=[O:19])[NH:10][C:11](=[O:18])[N:12]([CH2:14][CH2:15][CH2:16][N:30]3[CH2:31][C@H:32]4[C@:28]([C:25]5[CH:24]=[CH:23][C:22]([C:21]([F:20])([F:35])[F:34])=[CH:27][CH:26]=5)([CH2:33]4)[CH2:29]3)[CH:13]=2)=[CH:4][CH:3]=1. Given the reactants [CH3:1][C:2]1[N:7]=[CH:6][C:5]([C:8]2[C:9](=[O:19])[NH:10][C:11](=[O:18])[N:12]([CH2:14][CH2:15][CH:16]=O)[CH:13]=2)=[CH:4][CH:3]=1.[F:20][C:21]([F:35])([F:34])[C:22]1[CH:27]=[CH:26][C:25]([C@:28]23[CH2:33][C@H:32]2[CH2:31][NH:30][CH2:29]3)=[CH:24][CH:23]=1.CC(O)=O.[BH-](OC(C)=O)(OC(C)=O)OC(C)=O.[Na+].[OH-].[Na+].[Cl:56]C(Cl)C, predict the reaction product. (5) Given the reactants Cl[C:2]1[C:11]([CH3:12])=[CH:10][C:9]2[C:4](=[CH:5][CH:6]=[CH:7][CH:8]=2)[N:3]=1.[C:13]1(B(O)O)[CH:18]=[CH:17][CH:16]=[CH:15][CH:14]=1.C1(P(C2C=CC=CC=2)C2C=CC=CC=2)C=CC=CC=1.C([O-])([O-])=O.[K+].[K+], predict the reaction product. The product is: [C:13]1([C:2]2[C:11]([CH3:12])=[CH:10][C:9]3[C:4](=[CH:5][CH:6]=[CH:7][CH:8]=3)[N:3]=2)[CH:18]=[CH:17][CH:16]=[CH:15][CH:14]=1. (6) Given the reactants [CH3:1][C:2]([N+:8]([O-:10])=[O:9])([CH3:7])[CH2:3][CH2:4][CH:5]=O.[NH:11]1[CH2:17][C:15](=[O:16])[NH:14][C:12]1=[O:13], predict the reaction product. The product is: [CH3:1][C:2]([N+:8]([O-:10])=[O:9])([CH3:7])[CH2:3][CH2:4][CH:5]=[C:17]1[NH:11][C:12](=[O:13])[NH:14][C:15]1=[O:16].